This data is from Reaction yield outcomes from USPTO patents with 853,638 reactions. The task is: Predict the reaction yield, written as a fraction of the theoretical maximum amount of product (1.0 means a 100% yield; for example, 0.34 means a 34% yield). (1) The reactants are [CH3:1][C:2]1[CH:11]=[C:10]([CH3:12])[C:9]([C:13]2[NH:17][CH:16]3[CH2:18][O:19][CH2:20][CH:15]3[N:14]=2)=[CH:8][C:3]=1[C:4]([O:6]C)=[O:5].[OH-].[Na+]. The catalyst is CO.O. The product is [CH3:1][C:2]1[CH:11]=[C:10]([CH3:12])[C:9]([C:13]2[NH:17][CH:16]3[CH2:18][O:19][CH2:20][CH:15]3[N:14]=2)=[CH:8][C:3]=1[C:4]([OH:6])=[O:5]. The yield is 0.840. (2) The yield is 0.730. The reactants are [Cl:1][C:2]1[C:11]2[C:6](=[CH:7][CH:8]=[CH:9][C:10]=2[O:12][CH:13]2[CH2:18][CH2:17][N:16]([CH3:19])[CH2:15][CH2:14]2)[N:5]=[CH:4][N:3]=1.[CH3:20][C:21]1[CH:22]=[C:23]([CH:25]=[CH:26][C:27]=1[N:28]([CH3:35])[C:29]1[CH:34]=[CH:33][CH:32]=[CH:31][N:30]=1)[NH2:24]. No catalyst specified. The product is [ClH:1].[CH3:20][C:21]1[CH:22]=[C:23]([CH:25]=[CH:26][C:27]=1[N:28]([CH3:35])[C:29]1[CH:34]=[CH:33][CH:32]=[CH:31][N:30]=1)[NH:24][C:4]1[N:3]=[CH:2][C:11]2[C:6](=[CH:7][CH:8]=[CH:9][C:10]=2[O:12][CH:13]2[CH2:18][CH2:17][N:16]([CH3:19])[CH2:15][CH2:14]2)[N:5]=1.